Dataset: Forward reaction prediction with 1.9M reactions from USPTO patents (1976-2016). Task: Predict the product of the given reaction. (1) Given the reactants Cl.C([N:4]([CH2:7][CH3:8])[CH2:5][CH3:6])C.[CH2:9](Cl)[C:10]1C=C[CH:13]=[CH:12][CH:11]=1.[N-:17]=[N+:18]=[N-].[Na+], predict the reaction product. The product is: [CH2:7]([N:4]1[CH:5]=[CH:6][N:18]=[N:17]1)[C:8]1[CH:13]=[CH:12][CH:11]=[CH:10][CH:9]=1. (2) Given the reactants [O:1]=[S:2]1(=[O:22])[C@H:7]([CH2:8][CH2:9][CH2:10]O)[O:6][C:5]2[CH:12]=[CH:13][CH:14]=[CH:15][C:4]=2[N:3]1[C:16]1[CH:21]=[CH:20][CH:19]=[CH:18][CH:17]=1.C1(C)C=CC(S([Cl:32])(=O)=O)=CC=1.[CH3:34][NH2:35].Cl, predict the reaction product. The product is: [ClH:32].[O:1]=[S:2]1(=[O:22])[C@H:7]([CH2:8][CH2:9][CH2:10][NH:35][CH3:34])[O:6][C:5]2[CH:12]=[CH:13][CH:14]=[CH:15][C:4]=2[N:3]1[C:16]1[CH:21]=[CH:20][CH:19]=[CH:18][CH:17]=1. (3) Given the reactants [C:1]([CH2:3][C:4]1[N:8]2[CH:9]=[CH:10][N:11]=[C:12]([NH:13][CH2:14][C:15]3[CH:20]=[CH:19][C:18]([O:21][CH3:22])=[CH:17][C:16]=3[O:23][CH3:24])[C:7]2=[C:6]([C:25]2[CH:34]=[CH:33][C:28]([C:29]([O:31][CH3:32])=[O:30])=[CH:27][CH:26]=2)[N:5]=1)#N.[C:35]([O-])(O)=[O:36].[Na+].CC(=O)[O:42]CC.C(Cl)Cl, predict the reaction product. The product is: [CH3:24][O:23][C:16]1[CH:17]=[C:18]([O:21][CH3:22])[CH:19]=[CH:20][C:15]=1[CH2:14][NH:13][C:12]1[C:7]2[N:8]([C:4]([CH2:3][C:1]([O:36][CH3:35])=[O:42])=[N:5][C:6]=2[C:25]2[CH:34]=[CH:33][C:28]([C:29]([O:31][CH3:32])=[O:30])=[CH:27][CH:26]=2)[CH:9]=[CH:10][N:11]=1. (4) The product is: [NH2:28][C:29]1[N:37]=[C:36]([Cl:38])[N:35]=[C:34]2[C:30]=1[N:31]=[CH:32][N:33]2[C@H:39]1[C@H:43]([OH:44])[C@H:42]([OH:46])[C@@H:41]([CH2:49][S:50][C@@H:51]2[CH2:55][CH2:54][NH:53][CH2:52]2)[O:40]1. Given the reactants NC(CCSC[C@@H]1[C@@H](O)[C@@H](O)[C@H](N2C=NC3C2=NC(I)=NC=3N)O1)C(O)=O.[NH2:28][C:29]1[N:37]=[C:36]([Cl:38])[N:35]=[C:34]2[C:30]=1[N:31]=[CH:32][N:33]2[C@H:39]1[C@@H:43]2[O:44]C(C)(C)[O:46][C@@H:42]2[C@@H:41]([CH2:49][S:50][C@@H:51]2[CH2:55][CH2:54][N:53](C(OC(C)(C)C)=O)[CH2:52]2)[O:40]1, predict the reaction product. (5) Given the reactants [C:1](O)(=O)C.[CH3:5][C:6]1[C:21]([CH2:22][C:23]2[CH:28]=[CH:27][CH:26]=[CH:25][C:24]=2[CH3:29])=[C:9]2[NH:10][C:11]([C:15]3[CH:20]=[CH:19][N:18]=[CH:17][CH:16]=3)=[CH:12][C:13](=[O:14])[N:8]2[N:7]=1.C[Si](C=[N+]=[N-])(C)C, predict the reaction product. The product is: [CH3:1][N:7]1[N:8]2[C:13](=[O:14])[CH:12]=[C:11]([C:15]3[CH:16]=[CH:17][N:18]=[CH:19][CH:20]=3)[N:10]=[C:9]2[C:21]([CH2:22][C:23]2[CH:28]=[CH:27][CH:26]=[CH:25][C:24]=2[CH3:29])=[C:6]1[CH3:5]. (6) Given the reactants [C:1]([C:3]1[CH:4]=[C:5]([CH:20]=[CH:21][CH:22]=1)[CH2:6][NH:7][C:8]1[CH:13]=[CH:12][CH:11]=[CH:10][C:9]=1/[CH:14]=[CH:15]/[C:16]([O:18]C)=[O:17])#[N:2].[Li+].[OH-], predict the reaction product. The product is: [C:1]([C:3]1[CH:4]=[C:5]([CH:20]=[CH:21][CH:22]=1)[CH2:6][NH:7][C:8]1[CH:13]=[CH:12][CH:11]=[CH:10][C:9]=1/[CH:14]=[CH:15]/[C:16]([OH:18])=[O:17])#[N:2].